From a dataset of Full USPTO retrosynthesis dataset with 1.9M reactions from patents (1976-2016). Predict the reactants needed to synthesize the given product. Given the product [C:1]([NH:7][CH2:8][CH2:9][N:10]([CH2:11][CH2:12][C:13]([NH:15][CH2:16][CH2:17][S:18][C:19]([C:20]1[CH:21]=[CH:22][CH:23]=[CH:24][CH:25]=1)([C:32]1[CH:37]=[CH:36][CH:35]=[CH:34][CH:33]=1)[C:26]1[CH:27]=[CH:28][CH:29]=[CH:30][CH:31]=1)=[O:14])[C:43]([O:42][C:39]([CH3:41])([CH3:40])[CH3:38])=[O:44])([O:3][CH2:4][CH:5]=[CH2:6])=[O:2], predict the reactants needed to synthesize it. The reactants are: [C:1]([NH:7][CH2:8][CH2:9][NH:10][CH2:11][CH2:12][C:13]([NH:15][CH2:16][CH2:17][S:18][C:19]([C:32]1[CH:37]=[CH:36][CH:35]=[CH:34][CH:33]=1)([C:26]1[CH:31]=[CH:30][CH:29]=[CH:28][CH:27]=1)[C:20]1[CH:25]=[CH:24][CH:23]=[CH:22][CH:21]=1)=[O:14])([O:3][CH2:4][CH:5]=[CH2:6])=[O:2].[CH3:38][C:39]([O:42][C:43](O[C:43]([O:42][C:39]([CH3:41])([CH3:40])[CH3:38])=[O:44])=[O:44])([CH3:41])[CH3:40].